Task: Predict the reactants needed to synthesize the given product.. Dataset: Full USPTO retrosynthesis dataset with 1.9M reactions from patents (1976-2016) (1) The reactants are: [NH:1]1[CH2:6][CH2:5][O:4][C@@H:3]([C:7]2[CH:12]=[CH:11][C:10]([NH:13][C:14]3[CH:19]=[CH:18][CH:17]=[CH:16][N:15]=3)=[CH:9][CH:8]=2)[CH2:2]1.Cl[C:21]1[N:22]([CH3:34])[C:23](=[O:33])[CH:24]=[C:25]([C:27]2[CH:32]=[CH:31][N:30]=[CH:29][CH:28]=2)[N:26]=1.C(N(CC)CC)C. Given the product [CH3:34][N:22]1[C:23](=[O:33])[CH:24]=[C:25]([C:27]2[CH:32]=[CH:31][N:30]=[CH:29][CH:28]=2)[N:26]=[C:21]1[N:1]1[CH2:6][CH2:5][O:4][C@@H:3]([C:7]2[CH:8]=[CH:9][C:10]([NH:13][C:14]3[CH:19]=[CH:18][CH:17]=[CH:16][N:15]=3)=[CH:11][CH:12]=2)[CH2:2]1, predict the reactants needed to synthesize it. (2) Given the product [I:1][C:2]1[CH:7]=[CH:6][C:5]2[C:8]3[CH2:13][CH2:12][NH:11][C:10]([CH2:15][C:38]([CH3:28])([CH3:37])[C:39]([NH2:34])=[O:31])([CH3:14])[C:9]=3[O:27][C:4]=2[CH:3]=1, predict the reactants needed to synthesize it. The reactants are: [I:1][C:2]1[CH:7]=[CH:6][C:5]2[C:8]3[CH2:13][CH2:12][NH:11][C:10]([CH2:15]N4C(=O)C5C(=CC=CC=5)C4=O)([CH3:14])[C:9]=3[O:27][C:4]=2[CH:3]=1.[CH2:28](O)C.[OH2:31].NN.[N:34]1[CH:39]=[CH:38][CH:37]=CC=1.